From a dataset of Full USPTO retrosynthesis dataset with 1.9M reactions from patents (1976-2016). Predict the reactants needed to synthesize the given product. (1) Given the product [CH2:33]([C@@H:14]([CH2:13][CH2:12][C@H:8]([CH2:1][C:2]1[CH:3]=[CH:4][CH:5]=[CH:6][CH:7]=1)[C:9]([NH:40][C@H:41]1[CH2:47][CH2:46][S:45][C@H:44]2[CH2:48][CH2:49][C@@H:50]([C:52]([F:53])([F:55])[F:54])[CH2:51][N:43]2[C:42]1=[O:56])=[O:10])[C:15]([NH:16][C@H:17]1[CH2:23][CH2:22][CH2:21][CH2:20][N:19]([C:24]2[CH:29]=[CH:28][CH:27]=[CH:26][C:25]=2[CH3:30])[C:18]1=[O:31])=[O:32])[C:34]1[CH:39]=[CH:38][CH:37]=[CH:36][CH:35]=1, predict the reactants needed to synthesize it. The reactants are: [CH2:1]([C@@H:8]([CH2:12][CH2:13][C@H:14]([CH2:33][C:34]1[CH:39]=[CH:38][CH:37]=[CH:36][CH:35]=1)[C:15](=[O:32])[NH:16][C@H:17]1[CH2:23][CH2:22][CH2:21][CH2:20][N:19]([C:24]2[CH:29]=[CH:28][CH:27]=[CH:26][C:25]=2[CH3:30])[C:18]1=[O:31])[C:9](O)=[O:10])[C:2]1[CH:7]=[CH:6][CH:5]=[CH:4][CH:3]=1.[NH2:40][C@H:41]1[CH2:47][CH2:46][S:45][C@H:44]2[CH2:48][CH2:49][C@@H:50]([C:52]([F:55])([F:54])[F:53])[CH2:51][N:43]2[C:42]1=[O:56]. (2) Given the product [N:36]1([CH2:40][C:41]2[N:46]=[C:45]([C:47]([F:49])([F:48])[F:50])[N:44]=[C:43]([C:51]([N:1]3[CH2:6][CH2:5][CH:4]([N:7]4[CH2:10][C:9]([CH2:33][C:34]#[N:35])([N:11]5[CH:15]=[C:14]([C:16]6[C:17]7[CH:24]=[CH:23][NH:22][C:18]=7[N:19]=[CH:20][N:21]=6)[CH:13]=[N:12]5)[CH2:8]4)[CH2:3][CH2:2]3)=[O:52])[CH:42]=2)[CH2:39][CH2:38][CH2:37]1, predict the reactants needed to synthesize it. The reactants are: [NH:1]1[CH2:6][CH2:5][CH:4]([N:7]2[CH2:10][C:9]([CH2:33][C:34]#[N:35])([N:11]3[CH:15]=[C:14]([C:16]4[C:17]5[CH:24]=[CH:23][N:22](COCC[Si](C)(C)C)[C:18]=5[N:19]=[CH:20][N:21]=4)[CH:13]=[N:12]3)[CH2:8]2)[CH2:3][CH2:2]1.[N:36]1([CH2:40][C:41]2[N:46]=[C:45]([C:47]([F:50])([F:49])[F:48])[N:44]=[C:43]([C:51](O)=[O:52])[CH:42]=2)[CH2:39][CH2:38][CH2:37]1.Cl.N1(CC2N=C(C(F)(F)F)N=C(C(O)=O)C=2)CCC1.C(N(CC)CC)C.F[P-](F)(F)(F)(F)F.C[N+](C)=C(N(C)C)ON1C2N=CC=CC=2N=N1. (3) Given the product [CH2:1]([O:8][CH2:9][CH2:10][CH2:11][CH2:12][CH2:13][C:14]1[CH2:31][C@@:29]2([CH3:30])[C@@H:25]([CH2:26][CH2:27][C@@H:28]2[O:32][CH:33]2[CH2:38][CH2:37][CH2:36][CH2:35][O:34]2)[C@@:24]2([C:39]#[N:40])[C:15]=1[C:16]1[CH:17]=[CH:18][C:19]([O:41][CH3:42])=[CH:20][C:21]=1[CH2:22][CH2:23]2)[C:2]1[CH:7]=[CH:6][CH:5]=[CH:4][CH:3]=1, predict the reactants needed to synthesize it. The reactants are: [CH2:1]([O:8][CH2:9][CH2:10][CH2:11][C:12]#[C:13][C:14]1[CH2:31][C@@:29]2([CH3:30])[C@@H:25]([CH2:26][CH2:27][C@@H:28]2[O:32][CH:33]2[CH2:38][CH2:37][CH2:36][CH2:35][O:34]2)[C@@:24]2([C:39]#[N:40])[C:15]=1[C:16]1[CH:17]=[CH:18][C:19]([O:41][CH3:42])=[CH:20][C:21]=1[CH2:22][CH2:23]2)[C:2]1[CH:7]=[CH:6][CH:5]=[CH:4][CH:3]=1. (4) Given the product [N:28]([CH2:11][C@@H:10]([NH:13][C:14](=[O:20])[O:15][C:16]([CH3:19])([CH3:18])[CH3:17])[CH2:9][O:8][CH2:6][CH3:7])=[N+:29]=[N-:30], predict the reactants needed to synthesize it. The reactants are: CS(Cl)(=O)=O.[CH2:6]([O:8][CH2:9][C@H:10]([NH:13][C:14](=[O:20])[O:15][C:16]([CH3:19])([CH3:18])[CH3:17])[CH2:11]O)[CH3:7].CCN(CC)CC.[N-:28]=[N+:29]=[N-:30].[Na+]. (5) The reactants are: Cl.[F:2][C:3]1[CH:8]=[CH:7][CH:6]=[C:5]([F:9])[C:4]=1[NH:10][NH2:11].[O-]CC.[Na+].[C:16](#[N:19])[CH:17]=[CH2:18]. Given the product [F:2][C:3]1[CH:8]=[CH:7][CH:6]=[C:5]([F:9])[C:4]=1[N:10]1[CH2:18][CH2:17][C:16]([NH2:19])=[N:11]1, predict the reactants needed to synthesize it. (6) Given the product [O:1]=[C:2]1[C:7]([NH:8][C:9](=[O:17])[C:10]2[CH:15]=[CH:14][CH:13]=[CH:12][C:11]=2[NH:16][CH2:28][C:25]2[CH:26]=[CH:27][N:22]=[CH:23][CH:24]=2)=[CH:6][C:5]2[CH:18]=[CH:19][CH:20]=[CH:21][C:4]=2[O:3]1, predict the reactants needed to synthesize it. The reactants are: [O:1]=[C:2]1[C:7]([NH:8][C:9](=[O:17])[C:10]2[CH:15]=[CH:14][CH:13]=[CH:12][C:11]=2[NH2:16])=[CH:6][C:5]2[CH:18]=[CH:19][CH:20]=[CH:21][C:4]=2[O:3]1.[N:22]1[CH:27]=[CH:26][C:25]([CH:28]=O)=[CH:24][CH:23]=1.C([BH3-])#N.[Na+]. (7) Given the product [C:23]([C:27]1[CH:28]=[CH:29][C:30]([C:31]([N:21]([CH3:22])[CH:19]([C:9]2[N:8]([CH3:5])[C:17](=[O:18])[C:16]3[C:11](=[CH:12][CH:13]=[CH:14][CH:15]=3)[N:10]=2)[CH3:20])=[O:32])=[CH:34][CH:35]=1)([CH3:26])([CH3:24])[CH3:25], predict the reactants needed to synthesize it. The reactants are: FC1C=C[C:5]([N:8]2[C:17](=[O:18])[C:16]3[C:11](=[CH:12][CH:13]=[CH:14][CH:15]=3)[N:10]=[C:9]2[CH:19]([NH:21][CH3:22])[CH3:20])=CC=1.[C:23]([C:27]1[CH:35]=[CH:34][C:30]([C:31](Cl)=[O:32])=[CH:29][CH:28]=1)([CH3:26])([CH3:25])[CH3:24]. (8) The reactants are: F[C:2]1[N:33]=[CH:32][CH:31]=[CH:30][C:3]=1[C:4]([C:6]1[N:7]=[C:8]([N:16]2[CH2:22][CH2:21][CH2:20][N:19]([C:23]([O:25][C:26]([CH3:29])([CH3:28])[CH3:27])=[O:24])[CH2:18][CH2:17]2)[C:9]2[C:14]([CH:15]=1)=[CH:13][CH:12]=[CH:11][CH:10]=2)=[O:5].[OH-].[NH4+:35]. Given the product [NH2:35][C:2]1[N:33]=[CH:32][CH:31]=[CH:30][C:3]=1[C:4]([C:6]1[N:7]=[C:8]([N:16]2[CH2:22][CH2:21][CH2:20][N:19]([C:23]([O:25][C:26]([CH3:29])([CH3:28])[CH3:27])=[O:24])[CH2:18][CH2:17]2)[C:9]2[C:14]([CH:15]=1)=[CH:13][CH:12]=[CH:11][CH:10]=2)=[O:5], predict the reactants needed to synthesize it. (9) Given the product [F:29][C:28]([F:31])([F:30])[S:32]([O:20][C:18]1[CH:17]=[CH:16][C:13]2[CH:14]3[CH2:15][CH:10]([O:11][C:12]=2[CH:19]=1)[CH2:9][N:8]3[CH2:1][C:2]1[CH:3]=[CH:4][CH:5]=[CH:6][CH:7]=1)(=[O:34])=[O:33], predict the reactants needed to synthesize it. The reactants are: [CH2:1]([N:8]1[CH:14]2[CH2:15][CH:10]([O:11][C:12]3[CH:19]=[C:18]([OH:20])[CH:17]=[CH:16][C:13]=32)[CH2:9]1)[C:2]1[CH:7]=[CH:6][CH:5]=[CH:4][CH:3]=1.C(N(CC)CC)C.[C:28]([S:32](O[S:32]([C:28]([F:31])([F:30])[F:29])(=[O:34])=[O:33])(=[O:34])=[O:33])([F:31])([F:30])[F:29].